This data is from Reaction yield outcomes from USPTO patents with 853,638 reactions. The task is: Predict the reaction yield, written as a fraction of the theoretical maximum amount of product (1.0 means a 100% yield; for example, 0.34 means a 34% yield). (1) The reactants are C[O:2][C:3]([C:5]1[S:14][C:8]2=[N:9][C:10]([CH3:13])=[CH:11][CH:12]=[C:7]2[C:6]=1[O:15][CH2:16][C:17]([O:19]C(C)(C)C)=[O:18])=[O:4].[Li+].[OH-]. The catalyst is C1COCC1.O. The product is [C:17]([CH2:16][O:15][C:6]1[C:7]2[C:8](=[N:9][C:10]([CH3:13])=[CH:11][CH:12]=2)[S:14][C:5]=1[C:3]([OH:4])=[O:2])([OH:19])=[O:18]. The yield is 0.470. (2) The reactants are CS(O[CH:6]1[CH2:11][CH2:10][N:9]([C:12]([O:14][C:15]([CH3:18])([CH3:17])[CH3:16])=[O:13])[CH2:8][CH2:7]1)(=O)=O.[N+:19]([C:22]1[N:23]=[CH:24][NH:25][CH:26]=1)([O-:21])=[O:20].C([O-])([O-])=O.[K+].[K+]. The catalyst is CN(C=O)C. The product is [N+:19]([C:22]1[N:23]=[CH:24][N:25]([CH:6]2[CH2:11][CH2:10][N:9]([C:12]([O:14][C:15]([CH3:18])([CH3:17])[CH3:16])=[O:13])[CH2:8][CH2:7]2)[CH:26]=1)([O-:21])=[O:20]. The yield is 0.324. (3) The reactants are [CH:1]1([N:7]([CH:18]2[CH2:23][CH2:22][CH2:21][CH2:20][CH2:19]2)[C:8]([NH:10][C:11]2[S:12][CH:13]=[C:14]([CH2:16]Br)[N:15]=2)=[O:9])[CH2:6][CH2:5][CH2:4][CH2:3][CH2:2]1.[CH2:24]([O:26][C:27]([C:29]1[N:30]=[C:31]([SH:34])[NH:32][CH:33]=1)=[O:28])[CH3:25]. No catalyst specified. The product is [CH2:24]([O:26][C:27]([C:29]1[N:30]=[C:31]([S:34][CH2:16][C:14]2[N:15]=[C:11]([NH:10][C:8]([N:7]([CH:18]3[CH2:23][CH2:22][CH2:21][CH2:20][CH2:19]3)[CH:1]3[CH2:6][CH2:5][CH2:4][CH2:3][CH2:2]3)=[O:9])[S:12][CH:13]=2)[NH:32][CH:33]=1)=[O:28])[CH3:25].[CH:1]1([N:7]([CH:18]2[CH2:23][CH2:22][CH2:21][CH2:20][CH2:19]2)[C:8](=[O:9])[NH:10][C:11]2[S:12][CH:13]=[C:14]([CH2:16][S:34][C:31]3[NH:32][CH:33]=[C:29]([C:27]([OH:28])=[O:26])[N:30]=3)[N:15]=2)[CH2:6][CH2:5][CH2:4][CH2:3][CH2:2]1. The yield is 0.200. (4) The reactants are [NH2:1][C:2]1[N:7]=[CH:6][N:5]=[C:4]2[N:8]([CH:19]([C:21]3[O:22][C:23](=[O:37])[C:24]4[C:29]([C:30]=3[C:31]3[CH:36]=[CH:35][CH:34]=[CH:33][CH:32]=3)=[CH:28][CH:27]=[CH:26][CH:25]=4)[CH3:20])[N:9]=[C:10]([C:11]3[CH:16]=[C:15]([OH:17])[CH:14]=[C:13]([F:18])[CH:12]=3)[C:3]=12.N1C=CN=C1.CN(C=O)C.[CH3:48][C:49]([Si:52](Cl)([CH3:54])[CH3:53])([CH3:51])[CH3:50]. The catalyst is C(Cl)Cl. The product is [NH2:1][C:2]1[N:7]=[CH:6][N:5]=[C:4]2[N:8]([CH:19]([C:21]3[O:22][C:23](=[O:37])[C:24]4[C:29]([C:30]=3[C:31]3[CH:36]=[CH:35][CH:34]=[CH:33][CH:32]=3)=[CH:28][CH:27]=[CH:26][CH:25]=4)[CH3:20])[N:9]=[C:10]([C:11]3[CH:12]=[C:13]([F:18])[CH:14]=[C:15]([O:17][Si:52]([C:49]([CH3:51])([CH3:50])[CH3:48])([CH3:54])[CH3:53])[CH:16]=3)[C:3]=12. The yield is 0.920. (5) The product is [C:11]1([C@H:9]([NH:21][CH2:2][C:3]([O:5][CH2:6][CH3:7])=[O:4])[CH3:8])[CH:16]=[CH:15][CH:14]=[CH:13][CH:12]=1. The catalyst is C1(C)C=CC=CC=1. The reactants are Br[CH2:2][C:3]([O:5][CH2:6][CH3:7])=[O:4].[C:8]([O-])(=O)[C@@H:9]([C:11]1[CH:16]=[CH:15][CH:14]=[CH:13][CH:12]=1)O.C([N:21](C(C)C)C(C)C)C. The yield is 0.630.